This data is from Experimentally validated miRNA-target interactions with 360,000+ pairs, plus equal number of negative samples. The task is: Binary Classification. Given a miRNA mature sequence and a target amino acid sequence, predict their likelihood of interaction. (1) The miRNA is mmu-miR-541-5p with sequence AAGGGAUUCUGAUGUUGGUCACACU. The protein sequence of the target gene is MLSSVCVWSFRGRQGTGKQQPQPVPTPQPPESSPPPLPPPQQQQCSQPGTAASPAGAPLSCGPGGRRAEPCPGLPAVAMGRHGGGGGDSGKIVINVGGVRHETYRSTLRTLPGTRLAGLTEPEAAARFDYDPGTDEFFFDRHPGVFAYVLNYYRTGKLHCPADVCGPLFEEELGFWGIDETDVEACCWMTYRQHRDAEEALDSFEAPDSSANANANAGGAHDAGLDDEAGAGGGGLDGAGGELKRLCFQDAGGGAGGPAGGAGGAGGTWWRRWQPRVWALFEDPYSSRAARYVAFASLFF.... Result: 1 (interaction). (2) The miRNA is hsa-miR-6836-3p with sequence AUGCCUCCCCCGGCCCCGCAG. The protein sequence of the target gene is MVPSGVRTGRWVAAARAAQRRPRVDSLGQPPSPESASTRAALYVHWPYCEKRCSYCNFNKYIPRGVEEGTVRNCLVTEARTLLRLSGVQRVESVFFGGGTPSLASPHTVAAVLEAVAQEVYLPADSEVTLEANPTSAPGPRLAAFGAAGVNRLSIGLQSLDDAELQLLGRTHSASDALRTLAEARLLFPGRVSVDLMLGLPAQKVEPWLQQLQKLLYHCDDHLSLYQLTLERGTSLFAQVQQGTLPAPDPDLAAEMYQEGRTVLRDAGFRQYEVSNFARNGALSTHNWTYWQCGQYLGIG.... Result: 0 (no interaction). (3) The protein sequence of the target gene is MADEELEALRRQRLAELQAKHGDPGDAAQQEAKHREAEMRNSILAQVLDQSARARLSNLALVKPEKTKAVENYLIQMARYGQLSEKVSEQGLIEILKKVSQQTEKTTTVKFNRRKVMDSDEDDDY. Result: 1 (interaction). The miRNA is hsa-miR-615-3p with sequence UCCGAGCCUGGGUCUCCCUCUU. (4) The protein sequence of the target gene is MSMVVQPVEEKAVHSWSRISTAGKKALEEALLVFNPMSQDLSATEAQLVAFLQGLRDDGFQPTILRSGDVYGYSSCTASPPSQTKLQARTINPPATSLPKTAVSVPAGRTTLLPVPLSGRLAKGSTAALAKHATTNLLLSSLKQSSASNSSGTTVGFPAHLYPGVYPAMRLSVVLEALVPLKTPCLDVKHGAQSLQLSLAKSPLKVRKASGNPKSKAPRKITSKGLKHLTSKGPGAGLRRGAGTQSNGAQRKGCSALGPKTVQAQASQTLIKAARAHASVAQTQTKTVRVRAKAKQAKPK.... The miRNA is mmu-miR-5116 with sequence UUUGAUAGGAACCCCGCCUGA. Result: 1 (interaction). (5) The miRNA is hsa-miR-4646-3p with sequence AUUGUCCCUCUCCCUUCCCAG. The protein sequence of the target gene is MAAARLLPVPAGPQPLSFQAKLTFEDVAVLLSQDEWDRLCPAQRGLYRNVMMETYGNVVSLGLPGSKPDIISQLERGEDPWVLDRKGAKKSQGLWSDYSDNLKYDHTTACTQQDSLSCPWECETKGESQNTDLSPKPLISEQTVILGKTPLGRIDQENNETKQSFCLSPNSVDHREVQVLSQSMPLTPHQAVPSGERPYMCVECGKCFGRSSHLLQHQRIHTGEKPYVCSVCGKAFSQSSVLSKHRRIHTGEKPYECNECGKAFRVSSDLAQHHKIHTGEKPHECLECRKAFTQLSHLIQ.... Result: 0 (no interaction). (6) The miRNA is hsa-miR-4690-5p with sequence GAGCAGGCGAGGCUGGGCUGAA. The protein sequence of the target gene is MLWKITDNVKYEEDCEDRHDGSSNGNPRVPHLSSAGQHLYSPAPPLSHTGVAEYQPPPYFPPPYQQLAYSQSADPYSHLGEAYAAAINPLHQPAPTGSQQQAWPGRQSQEGAGLPSHHGRPAGLLPHLSGLEAGAVSARRDAYRRSDLLLPHAHALDAAGLAENLGLHDMPHQMDEVQNVDDQHLLLHDQTVIRKGPISMTKNPLNLPCQKELVGAVMNPTEVFCSVPGRLSLLSSTSKYKVTVAEVQRRLSPPECLNASLLGGVLRRAKSKNGGRSLREKLDKIGLNLPAGRRKAAHVT.... Result: 1 (interaction). (7) The miRNA is hsa-miR-4277 with sequence GCAGUUCUGAGCACAGUACAC. Result: 1 (interaction). The protein sequence of the target gene is MRNIFKRNQEPIVAPATTTATMPIGPVDNSTESGGAGESQEDMFAKLKEKLFNEINKIPLPPWALIAIAVVAGLLLLTCCFCICKKCCCKKKKNKKEKGKGMKNAMNMKDMKGGQDDDDAETGLTEGEGEGEEEKEPENLGKLQFSLDYDFQANQLTVGVLQAAELPALDMGGTSDPYVKVFLLPDKKKKYETKVHRKTLNPAFNETFTFKVPYQELGGKTLVMAIYDFDRFSKHDIIGEVKVPMNTVDLGQPIEEWRDLQGGEKEEPEKLGDICTSLRYVPTAGKLTVCILEAKNLKKM.... (8) The miRNA is rno-miR-218a-5p with sequence UUGUGCUUGAUCUAACCAUGU. The protein sequence of the target gene is MAAAVAMETDDAGNRLRFQLELEFVQCLANPNYLNFLAQRGYFKDKAFVNYLKYLLYWKDPEYAKYLKYPQCLHMLELLQYEHFRKELVNAQCAKFIDEQQILHWQHYSRKRMRLQQALAEQQQQNNTSGK. Result: 0 (no interaction).